Task: Predict which catalyst facilitates the given reaction.. Dataset: Catalyst prediction with 721,799 reactions and 888 catalyst types from USPTO (1) Reactant: Br[C:2]1[CH:3]=[N:4][N:5]([CH3:8])[C:6]=1[NH2:7].[F:9][C:10]1[CH:15]=[CH:14][CH:13]=[CH:12][C:11]=1B(O)O.CC(C1C=C(C(C)C)C(C2C=CC=CC=2P(C2CCCCC2)C2CCCCC2)=C(C(C)C)C=1)C.[O-]P([O-])([O-])=O.[K+].[K+].[K+]. Product: [F:9][C:10]1[CH:15]=[CH:14][CH:13]=[CH:12][C:11]=1[C:2]1[CH:3]=[N:4][N:5]([CH3:8])[C:6]=1[NH2:7]. The catalyst class is: 487. (2) Reactant: [F:1][C:2]1[CH:3]=[C:4]([NH:28][C:29](=[O:31])[CH3:30])[CH:5]=[CH:6][C:7]=1[O:8][C:9]1[CH:14]=[CH:13][N:12]=[C:11]2[N:15]([S:18]([C:21]3[CH:26]=[CH:25][C:24]([CH3:27])=[CH:23][CH:22]=3)(=[O:20])=[O:19])[CH:16]=[CH:17][C:10]=12.[Br:32]Br.S([O-])([O-])(=O)=S.[Na+].[Na+]. Product: [Br:32][C:17]1[C:10]2[C:11](=[N:12][CH:13]=[CH:14][C:9]=2[O:8][C:7]2[CH:6]=[CH:5][C:4]([NH:28][C:29](=[O:31])[CH3:30])=[CH:3][C:2]=2[F:1])[N:15]([S:18]([C:21]2[CH:26]=[CH:25][C:24]([CH3:27])=[CH:23][CH:22]=2)(=[O:19])=[O:20])[CH:16]=1. The catalyst class is: 4. (3) Reactant: C([O:8][C@H:9]1[C@H:15]([O:16]CC2C=CC=CC=2)[C@@H:14]([O:24]CC2C=CC=CC=2)[C@:13]2([C:33]3[CH:38]=[CH:37][C:36]([Cl:39])=[C:35]([CH2:40][C:41]4[CH:46]=[CH:45][C:44]([O:47][C:48]([F:51])([F:50])[F:49])=[CH:43][CH:42]=4)[CH:34]=3)[O:32][C@@:10]1([CH2:52][OH:53])[CH2:11][O:12]2)C1C=CC=CC=1.ClC1C=CC=CC=1Cl. Product: [Cl:39][C:36]1[CH:37]=[CH:38][C:33]([C@@:13]23[O:32][C@@:10]([CH2:52][OH:53])([CH2:11][O:12]2)[C@@H:9]([OH:8])[C@H:15]([OH:16])[C@H:14]3[OH:24])=[CH:34][C:35]=1[CH2:40][C:41]1[CH:46]=[CH:45][C:44]([O:47][C:48]([F:50])([F:49])[F:51])=[CH:43][CH:42]=1. The catalyst class is: 45.